Predict the reaction yield, written as a fraction of the theoretical maximum amount of product (1.0 means a 100% yield; for example, 0.34 means a 34% yield). From a dataset of Reaction yield outcomes from USPTO patents with 853,638 reactions. (1) The reactants are [Cl:1][C:2]1[CH:32]=[CH:31][C:5]([CH2:6][N:7]2[C:15]3[C:14](=[O:16])[NH:13][C:12](=[O:17])[N:11]([CH3:18])[C:10]=3[N:9]=[C:8]2[O:19][C:20]2[CH:25]=[CH:24][CH:23]=[C:22]([O:26][C:27]([F:30])([F:29])[F:28])[CH:21]=2)=[CH:4][CH:3]=1.Br[CH2:34][CH2:35][C:36]([O:38][C:39]([CH3:42])([CH3:41])[CH3:40])=[O:37].C(=O)([O-])[O-].[K+].[K+]. The catalyst is CN(C=O)C.O. The product is [Cl:1][C:2]1[CH:3]=[CH:4][C:5]([CH2:6][N:7]2[C:15]3[C:14](=[O:16])[N:13]([CH2:34][CH2:35][C:36]([O:38][C:39]([CH3:42])([CH3:41])[CH3:40])=[O:37])[C:12](=[O:17])[N:11]([CH3:18])[C:10]=3[N:9]=[C:8]2[O:19][C:20]2[CH:25]=[CH:24][CH:23]=[C:22]([O:26][C:27]([F:30])([F:28])[F:29])[CH:21]=2)=[CH:31][CH:32]=1. The yield is 0.410. (2) The reactants are [OH:1][CH:2]([C:4]1[CH:9]=[CH:8][C:7]([N:10]2[C:15](=[O:16])[C:14]([CH2:17][C:18]3[CH:23]=[CH:22][C:21]([C:24]4[CH:29]=[CH:28][CH:27]=[CH:26][C:25]=4[C:30]4[NH:34][C:33](=[O:35])[O:32][N:31]=4)=[CH:20][CH:19]=3)=[C:13]([CH2:36][CH2:37][CH3:38])[N:12]3[N:39]=[CH:40][N:41]=[C:11]23)=[CH:6][CH:5]=1)[CH3:3].[BH4-].[Na+]. The catalyst is CO. The product is [C:2]([C:4]1[CH:9]=[CH:8][C:7]([N:10]2[C:15](=[O:16])[C:14]([CH2:17][C:18]3[CH:19]=[CH:20][C:21]([C:24]4[CH:29]=[CH:28][CH:27]=[CH:26][C:25]=4[C:30]4[NH:34][C:33](=[O:35])[O:32][N:31]=4)=[CH:22][CH:23]=3)=[C:13]([CH2:36][CH2:37][CH3:38])[N:12]3[N:39]=[CH:40][N:41]=[C:11]23)=[CH:6][CH:5]=1)(=[O:1])[CH3:3]. The yield is 0.720. (3) The reactants are [CH3:1][O:2][C:3]1[CH:4]=[C:5]([C:9]2[CH:14]=[CH:13][CH:12]=[C:11]([CH:15]=O)[CH:10]=2)[CH:6]=[CH:7][CH:8]=1.[CH2:17]([SH:21])[CH2:18][CH2:19][SH:20].C(=O)(O)[O-].[Na+]. The catalyst is ClCCl. The product is [CH3:1][O:2][C:3]1[CH:4]=[C:5]([C:9]2[CH:14]=[CH:13][CH:12]=[C:11]([CH:15]3[S:21][CH2:17][CH2:18][CH2:19][S:20]3)[CH:10]=2)[CH:6]=[CH:7][CH:8]=1. The yield is 0.990. (4) The reactants are [C:1]1([C:7]2[CH:8]=[C:9]([C:16]([OH:18])=[O:17])[S:10][C:11]=2[C:12]([F:15])([F:14])[F:13])[CH:6]=[CH:5][CH:4]=[CH:3][CH:2]=1.O/[N:20]=[C:21](/[C:23]1[CH:40]=[CH:39][C:26]([CH2:27][N:28]2[CH2:31][CH:30]([C:32]([O:34][C:35]([CH3:38])([CH3:37])[CH3:36])=[O:33])[CH2:29]2)=[CH:25][CH:24]=1)\[NH2:22].C1C=CC2N(O)N=NC=2C=1.CCN(C(C)C)C(C)C.C(Cl)CCl. The catalyst is CN(C)C=O. The product is [C:1]1([C:7]2[CH:8]=[C:9]([C:16]([O:18]/[N:20]=[C:21](/[C:23]3[CH:40]=[CH:39][C:26]([CH2:27][N:28]4[CH2:31][CH:30]([C:32]([O:34][C:35]([CH3:36])([CH3:38])[CH3:37])=[O:33])[CH2:29]4)=[CH:25][CH:24]=3)\[NH2:22])=[O:17])[S:10][C:11]=2[C:12]([F:14])([F:15])[F:13])[CH:2]=[CH:3][CH:4]=[CH:5][CH:6]=1. The yield is 0.890. (5) The reactants are [F:1][C:2]1[CH:3]=[C:4]([Mg]Br)[CH:5]=[C:6]([F:8])[CH:7]=1.[CH:11]12[O:16][CH:15]1[CH2:14][CH2:13][CH2:12]2. The catalyst is C1COCC1.[Cu]I. The product is [F:1][C:2]1[CH:3]=[C:4]([C@H:14]2[CH2:13][CH2:12][CH2:11][C@@H:15]2[OH:16])[CH:5]=[C:6]([F:8])[CH:7]=1. The yield is 0.900. (6) The reactants are Cl[C:2]1[N:7]=[C:6]([C:8]([NH2:10])=[O:9])[CH:5]=[CH:4][N:3]=1.[Br:11][C:12]1[C:13]([F:21])=[C:14](B(O)O)[CH:15]=[CH:16][CH:17]=1. No catalyst specified. The product is [Br:11][C:12]1[C:13]([F:21])=[C:14]([C:2]2[N:7]=[C:6]([C:8]([NH2:10])=[O:9])[CH:5]=[CH:4][N:3]=2)[CH:15]=[CH:16][CH:17]=1. The yield is 0.480. (7) The reactants are C[O:2][C:3]1[C:8]2[NH:9][C:10]([C:12]3[S:13][CH:14]=[CH:15][CH:16]=3)=[N:11][C:7]=2[C:6]([C:17]([NH:19][CH2:20][CH:21]2[CH2:26][CH2:25][CH2:24][N:23](C(OC(C)(C)C)=O)[CH2:22]2)=[O:18])=[CH:5][CH:4]=1.B(Br)(Br)Br. No catalyst specified. The product is [OH:2][C:3]1[C:8]2[NH:9][C:10]([C:12]3[S:13][CH:14]=[CH:15][CH:16]=3)=[N:11][C:7]=2[C:6]([C:17]([NH:19][CH2:20][CH:21]2[CH2:26][CH2:25][CH2:24][NH:23][CH2:22]2)=[O:18])=[CH:5][CH:4]=1. The yield is 0.410. (8) The reactants are [CH2:1]([O:8][C:9]1[CH:14]=[CH:13][C:12]([N+:15]([O-])=O)=[CH:11][C:10]=1[F:18])[C:2]1[CH:7]=[CH:6][CH:5]=[CH:4][CH:3]=1.C1(C)C=CC=CC=1.C([O-])=O.[NH4+]. The catalyst is [Fe].O. The product is [CH2:1]([O:8][C:9]1[CH:14]=[CH:13][C:12]([NH2:15])=[CH:11][C:10]=1[F:18])[C:2]1[CH:3]=[CH:4][CH:5]=[CH:6][CH:7]=1. The yield is 0.870.